This data is from Full USPTO retrosynthesis dataset with 1.9M reactions from patents (1976-2016). The task is: Predict the reactants needed to synthesize the given product. (1) Given the product [C:20]([C:24]1[CH:25]=[C:26]([NH:36][C:17](=[O:19])[CH2:16][C:13]2[CH:12]=[CH:11][C:10]([N:3]3[C:4]4=[N:5][CH:6]=[CH:7][CH:8]=[C:9]4[N:1]=[CH:2]3)=[CH:15][CH:14]=2)[N:27]([C:29]2[CH:34]=[CH:33][CH:32]=[CH:31][C:30]=2[CH3:35])[N:28]=1)([CH3:23])([CH3:22])[CH3:21], predict the reactants needed to synthesize it. The reactants are: [N:1]1[C:9]2[C:4](=[N:5][CH:6]=[CH:7][CH:8]=2)[N:3]([C:10]2[CH:15]=[CH:14][C:13]([CH2:16][C:17]([OH:19])=O)=[CH:12][CH:11]=2)[CH:2]=1.[C:20]([C:24]1[CH:25]=[C:26]([NH2:36])[N:27]([C:29]2[CH:34]=[CH:33][CH:32]=[CH:31][C:30]=2[CH3:35])[N:28]=1)([CH3:23])([CH3:22])[CH3:21]. (2) Given the product [CH:31]([C:30]1[C:29]2[CH:34]=[CH:35][C:36]([C:38]([F:41])([F:39])[F:40])=[CH:37][C:28]=2[S:27][C:26]=1[CH2:25][CH2:1][C:2]1[C:6]2[CH:7]=[C:8]([CH3:15])[C:9]([NH:11][C:12](=[O:14])[CH3:13])=[CH:10][C:5]=2[O:4][N:3]=1)([CH3:33])[CH3:32], predict the reactants needed to synthesize it. The reactants are: [CH3:1][C:2]1[C:6]2[CH:7]=[C:8]([CH3:15])[C:9]([NH:11][C:12](=[O:14])[CH3:13])=[CH:10][C:5]=2[O:4][N:3]=1.[Li+].CC([N-]C(C)C)C.Cl[CH2:25][C:26]1[S:27][C:28]2[CH:37]=[C:36]([C:38]([F:41])([F:40])[F:39])[CH:35]=[CH:34][C:29]=2[C:30]=1[CH:31]([CH3:33])[CH3:32].[Cl-].[NH4+]. (3) Given the product [CH3:46][C:41]1[N:42]=[N:43][N:44]([CH3:45])[C:40]=1[C:37]1[CH:38]=[N:39][C:17]2[C:16]3[CH:15]=[CH:14][C:13]([C:9]4([OH:8])[CH2:12][O:11][CH2:10]4)=[CH:21][C:20]=3[N:19]([C@H:22]([C:29]3[CH:30]=[CH:31][C:32]([F:35])=[CH:33][CH:34]=3)[CH:23]3[CH2:24][CH2:25][O:26][CH2:27][CH2:28]3)[C:18]=2[CH:36]=1, predict the reactants needed to synthesize it. The reactants are: [Si]([O:8][C:9]1([C:13]2[CH:14]=[CH:15][C:16]3[C:17]4[N:39]=[CH:38][C:37]([C:40]5[N:44]([CH3:45])[N:43]=[N:42][C:41]=5[CH3:46])=[CH:36][C:18]=4[N:19]([C@H:22]([C:29]4[CH:34]=[CH:33][C:32]([F:35])=[CH:31][CH:30]=4)[CH:23]4[CH2:28][CH2:27][O:26][CH2:25][CH2:24]4)[C:20]=3[CH:21]=2)[CH2:12][O:11][CH2:10]1)(C(C)(C)C)(C)C.CCCC[N+](CCCC)(CCCC)CCCC.[F-]. (4) Given the product [F:12][C:7]1[CH:8]=[C:9]2[C:4](=[CH:5][CH:6]=1)[N:3]=[C:2]([CH:1]=[O:14])[CH:11]=[N:10]2, predict the reactants needed to synthesize it. The reactants are: [CH3:1][C:2]1[CH:11]=[N:10][C:9]2[C:4](=[CH:5][CH:6]=[C:7]([F:12])[CH:8]=2)[N:3]=1.[Se](=O)=[O:14]. (5) Given the product [F:36][C:8]([F:7])([F:35])[C:9]1([C:25]2[CH:30]=[CH:29][CH:28]=[C:27]([C:31]([F:34])([F:32])[F:33])[CH:26]=2)[CH2:13][C:12]2[CH:14]=[C:15]([C:18]3[CH:19]=[C:20]([NH:21][C:4]([CH:1]4[CH2:3][CH2:2]4)=[O:5])[CH:22]=[CH:23][CH:24]=3)[CH:16]=[CH:17][C:11]=2[O:10]1, predict the reactants needed to synthesize it. The reactants are: [CH:1]1([C:4](Cl)=[O:5])[CH2:3][CH2:2]1.[F:7][C:8]([F:36])([F:35])[C:9]1([C:25]2[CH:30]=[CH:29][CH:28]=[C:27]([C:31]([F:34])([F:33])[F:32])[CH:26]=2)[CH2:13][C:12]2[CH:14]=[C:15]([C:18]3[CH:19]=[C:20]([CH:22]=[CH:23][CH:24]=3)[NH2:21])[CH:16]=[CH:17][C:11]=2[O:10]1.CCN(CC)CC.O. (6) The reactants are: [NH2:1][CH2:2][C@H:3]1[N:8]([C:9]([C:11]2[N:12]=[C:13]([CH3:23])[S:14][C:15]=2[C:16]2[CH:21]=[CH:20][CH:19]=[C:18]([Cl:22])[CH:17]=2)=[O:10])[CH2:7][C@H:6]2[C@@H:4]1[CH2:5]2.[N:24]1[C:33]2[C:28](=[CH:29][CH:30]=[CH:31][CH:32]=2)[CH:27]=[CH:26][C:25]=1[C:34](O)=[O:35]. Given the product [Cl:22][C:18]1[CH:17]=[C:16]([C:15]2[S:14][C:13]([CH3:23])=[N:12][C:11]=2[C:9]([N:8]2[CH2:7][C@H:6]3[C@H:4]([CH2:5]3)[C@H:3]2[CH2:2][NH:1][C:34]([C:25]2[CH:26]=[CH:27][C:28]3[C:33](=[CH:32][CH:31]=[CH:30][CH:29]=3)[N:24]=2)=[O:35])=[O:10])[CH:21]=[CH:20][CH:19]=1, predict the reactants needed to synthesize it. (7) Given the product [CH2:1]([C:5]1[N:6]([C:21]2[CH:22]=[CH:23][C:24]([O:27][C:28]3[CH:33]=[CH:32][C:31]([Cl:34])=[CH:30][CH:29]=3)=[CH:25][CH:26]=2)[CH:7]=[C:8]([C:10]2[CH:11]=[CH:12][C:13]([O:16][CH2:17][C@H:18]([OH:19])[CH2:20][N:36]([CH3:37])[CH3:35])=[CH:14][CH:15]=2)[N:9]=1)[CH2:2][CH2:3][CH3:4], predict the reactants needed to synthesize it. The reactants are: [CH2:1]([C:5]1[N:6]([C:21]2[CH:26]=[CH:25][C:24]([O:27][C:28]3[CH:33]=[CH:32][C:31]([Cl:34])=[CH:30][CH:29]=3)=[CH:23][CH:22]=2)[CH:7]=[C:8]([C:10]2[CH:15]=[CH:14][C:13]([O:16][CH2:17][C@H:18]3[CH2:20][O:19]3)=[CH:12][CH:11]=2)[N:9]=1)[CH2:2][CH2:3][CH3:4].[CH3:35][NH:36][CH3:37].